Dataset: Full USPTO retrosynthesis dataset with 1.9M reactions from patents (1976-2016). Task: Predict the reactants needed to synthesize the given product. Given the product [NH2:26][C:8]1[C:7]([N:4]2[CH2:3][CH2:2][O:1][CH2:6][CH2:5]2)=[CH:16][C:15]2[C:10](=[CH:11][CH:12]=[C:13]([C:28]3[C:33]([CH3:34])=[CH:32][CH:31]=[CH:30][C:29]=3[C:35]([CH:37]3[CH2:41][CH2:40][CH2:39][O:38]3)=[O:36])[CH:14]=2)[N:9]=1, predict the reactants needed to synthesize it. The reactants are: [O:1]1[CH2:6][CH2:5][N:4]([C:7]2[C:8]([NH2:26])=[N:9][C:10]3[C:15]([CH:16]=2)=[CH:14][C:13](B2OC(C)(C)C(C)(C)O2)=[CH:12][CH:11]=3)[CH2:3][CH2:2]1.Br[C:28]1[C:33]([CH3:34])=[CH:32][CH:31]=[CH:30][C:29]=1[C:35]([CH:37]1[CH2:41][CH2:40][CH2:39][O:38]1)=[O:36].[O-]P([O-])([O-])=O.[K+].[K+].[K+].C1(P(C2CCCCC2)C2C=CC=CC=2C2C(C(C)C)=CC(C(C)C)=CC=2C(C)C)CCCCC1.